From a dataset of Full USPTO retrosynthesis dataset with 1.9M reactions from patents (1976-2016). Predict the reactants needed to synthesize the given product. (1) Given the product [C:1]([O:5][C:6]([N:8]1[CH2:13][CH2:12][CH:11]([O:14][C:15]2[CH:20]=[CH:19][C:18]([CH2:21][N:22]3[CH2:27][CH2:26][N:25]([C:28]([C:29]4[CH:34]=[CH:33][CH:32]=[CH:31][CH:30]=4)=[O:35])[CH2:24][CH2:23]3)=[CH:17][CH:16]=2)[CH2:10][CH2:9]1)=[O:7])([CH3:4])([CH3:2])[CH3:3], predict the reactants needed to synthesize it. The reactants are: [C:1]([O:5][C:6]([N:8]1[CH2:13][CH2:12][CH:11]([O:14][C:15]2[CH:20]=[CH:19][C:18]([CH2:21][N:22]3[CH2:27][CH2:26][NH:25][CH2:24][CH2:23]3)=[CH:17][CH:16]=2)[CH2:10][CH2:9]1)=[O:7])([CH3:4])([CH3:3])[CH3:2].[C:28](Cl)(=[O:35])[C:29]1[CH:34]=[CH:33][CH:32]=[CH:31][CH:30]=1. (2) Given the product [CH3:1][S:2]([N:5]1[CH2:10][CH2:9][CH:8]([C:11]2[CH:12]=[C:13]3[CH2:34][C:18]4([CH2:33][C:20]5([CH2:21][CH2:22][N:23]([C:26]([O:28][C:29]([CH3:30])([CH3:32])[CH3:31])=[O:27])[CH2:24][CH2:25]5)[CH2:19]4)[O:17][C:14]3=[CH:15][N:16]=2)[CH2:7][CH2:6]1)(=[O:4])=[O:3], predict the reactants needed to synthesize it. The reactants are: [CH3:1][S:2]([N:5]1[CH2:10][CH:9]=[C:8]([C:11]2[CH:12]=[C:13]3[CH2:34][C:18]4([CH2:33][C:20]5([CH2:25][CH2:24][N:23]([C:26]([O:28][C:29]([CH3:32])([CH3:31])[CH3:30])=[O:27])[CH2:22][CH2:21]5)[CH2:19]4)[O:17][C:14]3=[CH:15][N:16]=2)[CH2:7][CH2:6]1)(=[O:4])=[O:3]. (3) Given the product [CH2:1]([O:8][C:9]1[CH:14]=[C:13]([O:15][CH2:16][C:17]2[CH:22]=[CH:21][CH:20]=[CH:19][CH:18]=2)[C:12]([CH:23]([CH3:25])[CH3:24])=[CH:11][C:10]=1[C:26]1[O:30][N:29]=[C:28]([C:31]([NH:33][CH2:34][CH3:35])=[O:32])[C:27]=1[C:36]1[N:37]=[C:47]([C:46]2[CH:50]=[CH:51][C:43]([O:42][CH2:40][CH3:41])=[CH:44][CH:45]=2)[O:39][N:38]=1)[C:2]1[CH:7]=[CH:6][CH:5]=[CH:4][CH:3]=1, predict the reactants needed to synthesize it. The reactants are: [CH2:1]([O:8][C:9]1[CH:14]=[C:13]([O:15][CH2:16][C:17]2[CH:22]=[CH:21][CH:20]=[CH:19][CH:18]=2)[C:12]([CH:23]([CH3:25])[CH3:24])=[CH:11][C:10]=1[C:26]1[O:30][N:29]=[C:28]([C:31]([NH:33][CH2:34][CH3:35])=[O:32])[C:27]=1[C:36](=[N:38][OH:39])[NH2:37])[C:2]1[CH:7]=[CH:6][CH:5]=[CH:4][CH:3]=1.[CH2:40]([O:42][C:43]1[CH:51]=[CH:50][C:46]([C:47](Cl)=O)=[CH:45][CH:44]=1)[CH3:41]. (4) Given the product [P:46]([O:16][C:8]1[CH:7]=[C:6]2[C:11]([C@H:3]([CH2:2][Cl:1])[CH2:4][NH:5]2)=[C:10]2[C:12]([CH3:15])=[CH:13][S:14][C:9]=12)([O:45][CH2:38][C:39]1[CH:44]=[CH:43][CH:42]=[CH:41][CH:40]=1)([O:47][CH2:48][C:49]1[CH:54]=[CH:53][CH:52]=[CH:51][CH:50]=1)=[O:55], predict the reactants needed to synthesize it. The reactants are: [Cl:1][CH2:2][C@H:3]1[C:11]2[C:6](=[CH:7][C:8]([OH:16])=[C:9]3[S:14][CH:13]=[C:12]([CH3:15])[C:10]3=2)[N:5](C(OC(C)(C)C)=O)[CH2:4]1.C(Cl)(Cl)(Cl)Cl.CCN(C(C)C)C(C)C.[CH2:38]([O:45][P:46]([O-:55])[O:47][CH2:48][C:49]1[CH:54]=[CH:53][CH:52]=[CH:51][CH:50]=1)[C:39]1[CH:44]=[CH:43][CH:42]=[CH:41][CH:40]=1.FC(F)(F)C(O)=O. (5) Given the product [NH2:1][C:2]1[N:7]=[C:6]([NH:8][C@H:9]([C:11]2[N:12]([C:30]3[CH:35]=[CH:34][CH:33]=[CH:32][CH:31]=3)[C:13](=[O:29])[C:14]3[C:19]([CH:20]=2)=[CH:18][CH:17]=[CH:16][C:15]=3[C:21]2[CH:22]=[N:23][CH:24]=[C:25]([OH:27])[CH:26]=2)[CH3:10])[C:5]([C:36]#[N:37])=[CH:4][N:3]=1, predict the reactants needed to synthesize it. The reactants are: [NH2:1][C:2]1[N:7]=[C:6]([NH:8][C@H:9]([C:11]2[N:12]([C:30]3[CH:35]=[CH:34][CH:33]=[CH:32][CH:31]=3)[C:13](=[O:29])[C:14]3[C:19]([CH:20]=2)=[CH:18][CH:17]=[CH:16][C:15]=3[C:21]2[CH:22]=[N:23][CH:24]=[C:25]([O:27]C)[CH:26]=2)[CH3:10])[C:5]([C:36]#[N:37])=[CH:4][N:3]=1.P(Br)(Br)Br.C([O-])(O)=O.[Na+].